This data is from Peptide-MHC class II binding affinity with 134,281 pairs from IEDB. The task is: Regression. Given a peptide amino acid sequence and an MHC pseudo amino acid sequence, predict their binding affinity value. This is MHC class II binding data. (1) The peptide sequence is AAGTEISLDLLDPIY. The MHC is DRB1_0101 with pseudo-sequence DRB1_0101. The binding affinity (normalized) is 0.222. (2) The peptide sequence is PAAYAAQGYKVLVLNPSVAA. The MHC is DRB1_0301 with pseudo-sequence DRB1_0301. The binding affinity (normalized) is 0.419. (3) The peptide sequence is TKKFDEVVKANGGYL. The MHC is HLA-DQA10401-DQB10402 with pseudo-sequence HLA-DQA10401-DQB10402. The binding affinity (normalized) is 0.293. (4) The peptide sequence is ISPSFLVYSFFVHDL. The MHC is HLA-DPA10301-DPB10402 with pseudo-sequence HLA-DPA10301-DPB10402. The binding affinity (normalized) is 1.00. (5) The peptide sequence is GPTATFEAMYLGTCQ. The MHC is DRB1_0901 with pseudo-sequence DRB1_0901. The binding affinity (normalized) is 0.351. (6) The peptide sequence is PCRAGFETNVSHNVQ. The MHC is DRB1_0401 with pseudo-sequence DRB1_0401. The binding affinity (normalized) is 0.499.